Task: Predict the product of the given reaction.. Dataset: Forward reaction prediction with 1.9M reactions from USPTO patents (1976-2016) (1) Given the reactants C([O:3][C:4](=[O:33])[CH2:5][NH:6][C:7]([C:9]1[C:14](=[O:15])[N:13]([CH2:16][C:17]2[CH:22]=[CH:21][CH:20]=[CH:19][C:18]=2[C:23]([F:26])([F:25])[F:24])[C:12]([OH:27])=[C:11]([C:28](OC)=[O:29])[C:10]=1[OH:32])=[O:8])C.[C:34]([NH2:39])([CH2:37][CH3:38])([CH3:36])[CH3:35], predict the reaction product. The product is: [CH3:35][C:34]([NH:39][C:28]([C:11]1[C:10]([OH:32])=[C:9]([C:7]([NH:6][CH2:5][C:4]([OH:3])=[O:33])=[O:8])[C:14](=[O:15])[N:13]([CH2:16][C:17]2[CH:22]=[CH:21][CH:20]=[CH:19][C:18]=2[C:23]([F:25])([F:24])[F:26])[C:12]=1[OH:27])=[O:29])([CH3:36])[CH2:37][CH3:38]. (2) Given the reactants C(OC([NH:11][CH2:12][CH2:13][CH2:14][C@@H:15]([NH:19][C:20]([O:22][C:23]([CH3:26])([CH3:25])[CH3:24])=[O:21])[C:16](=O)[CH3:17])=O)C1C=CC=CC=1, predict the reaction product. The product is: [CH3:17][C@@H:16]1[CH:15]([NH:19][C:20](=[O:21])[O:22][C:23]([CH3:26])([CH3:25])[CH3:24])[CH2:14][CH2:13][CH2:12][NH:11]1. (3) Given the reactants [CH2:1]([N:3]([CH2:18][CH3:19])[CH2:4][CH2:5][O:6][C:7]1[CH:12]=[CH:11][C:10]([CH:13]([NH2:17])[CH2:14][CH2:15][CH3:16])=[CH:9][CH:8]=1)[CH3:2].[O:20]1CCN(CCOC2C=CC(C(=O)CCC)=CC=2)CC1, predict the reaction product. The product is: [O:20]1[CH2:2][CH2:1][N:3]([CH2:4][CH2:5][O:6][C:7]2[CH:8]=[CH:9][C:10]([CH:13]([NH2:17])[CH2:14][CH2:15][CH3:16])=[CH:11][CH:12]=2)[CH2:18][CH2:19]1. (4) Given the reactants CS(O[CH2:6][C:7]1[CH:11]=[C:10]([C:12]2[C:13]([C:42](=[O:46])[NH:43][CH2:44][CH3:45])=[N:14][O:15][C:16]=2[C:17]2[CH:22]=[C:21]([CH:23]([CH3:25])[CH3:24])[C:20]([O:26][CH2:27][C:28]3[CH:33]=[CH:32][CH:31]=[CH:30][CH:29]=3)=[CH:19][C:18]=2[O:34][CH2:35][C:36]2[CH:41]=[CH:40][CH:39]=[CH:38][CH:37]=2)[O:9][N:8]=1)(=O)=O.[F-:47].[K+].C1OCCOCCOCCOCCOCCOC1, predict the reaction product. The product is: [CH2:35]([O:34][C:18]1[CH:19]=[C:20]([O:26][CH2:27][C:28]2[CH:33]=[CH:32][CH:31]=[CH:30][CH:29]=2)[C:21]([CH:23]([CH3:25])[CH3:24])=[CH:22][C:17]=1[C:16]1[O:15][N:14]=[C:13]([C:42]([NH:43][CH2:44][CH3:45])=[O:46])[C:12]=1[C:10]1[O:9][N:8]=[C:7]([CH2:6][F:47])[CH:11]=1)[C:36]1[CH:41]=[CH:40][CH:39]=[CH:38][CH:37]=1.